This data is from NCI-60 drug combinations with 297,098 pairs across 59 cell lines. The task is: Regression. Given two drug SMILES strings and cell line genomic features, predict the synergy score measuring deviation from expected non-interaction effect. (1) Drug 1: C1=CC(=CC=C1CCCC(=O)O)N(CCCl)CCCl. Drug 2: C1CC(C1)(C(=O)O)C(=O)O.[NH2-].[NH2-].[Pt+2]. Cell line: RXF 393. Synergy scores: CSS=51.2, Synergy_ZIP=-4.49, Synergy_Bliss=-3.61, Synergy_Loewe=-23.4, Synergy_HSA=-0.673. (2) Synergy scores: CSS=-1.42, Synergy_ZIP=1.12, Synergy_Bliss=0.493, Synergy_Loewe=-2.03, Synergy_HSA=-2.57. Cell line: NCI-H322M. Drug 2: CC(CN1CC(=O)NC(=O)C1)N2CC(=O)NC(=O)C2. Drug 1: C1CN1C2=NC(=NC(=N2)N3CC3)N4CC4. (3) Drug 1: CN(C)C1=NC(=NC(=N1)N(C)C)N(C)C. Drug 2: CC1=C2C(C(=O)C3(C(CC4C(C3C(C(C2(C)C)(CC1OC(=O)C(C(C5=CC=CC=C5)NC(=O)C6=CC=CC=C6)O)O)OC(=O)C7=CC=CC=C7)(CO4)OC(=O)C)O)C)OC(=O)C. Cell line: UACC62. Synergy scores: CSS=33.4, Synergy_ZIP=-8.97, Synergy_Bliss=-7.97, Synergy_Loewe=-83.5, Synergy_HSA=-8.50. (4) Drug 1: CC12CCC3C(C1CCC2=O)CC(=C)C4=CC(=O)C=CC34C. Drug 2: C1=CC(=CC=C1CCC2=CNC3=C2C(=O)NC(=N3)N)C(=O)NC(CCC(=O)O)C(=O)O. Cell line: T-47D. Synergy scores: CSS=17.0, Synergy_ZIP=-8.64, Synergy_Bliss=0.0350, Synergy_Loewe=0.851, Synergy_HSA=1.01.